Predict the product of the given reaction. From a dataset of Forward reaction prediction with 1.9M reactions from USPTO patents (1976-2016). (1) The product is: [Br:1][C:24]1[C:15]([CH:12]2[CH2:14][CH2:13]2)=[CH:16][C:17]([O:25][CH2:26][CH3:27])=[C:18]([CH:23]=1)[C:19]([O:21][CH3:22])=[O:20]. Given the reactants [Br:1]N1C(=O)NC(=O)N(Br)C1=O.[CH:12]1([C:15]2[CH:24]=[CH:23][C:18]([C:19]([O:21][CH3:22])=[O:20])=[C:17]([O:25][CH2:26][CH3:27])[CH:16]=2)[CH2:14][CH2:13]1.S([O-])([O-])(=O)=S.[Na+].[Na+], predict the reaction product. (2) Given the reactants [OH:1][CH2:2][C:3]1([C:7]([N:9]2[CH2:15][C:14]3[CH:16]=[CH:17][C:18]([C:20]([O:22][CH3:23])=[O:21])=[CH:19][C:13]=3[O:12][CH2:11][C@@H:10]2[CH3:24])=[O:8])[CH2:6][CH2:5][CH2:4]1.[H-].[Na+].I[CH3:28], predict the reaction product. The product is: [CH3:28][O:1][CH2:2][C:3]1([C:7]([N:9]2[CH2:15][C:14]3[CH:16]=[CH:17][C:18]([C:20]([O:22][CH3:23])=[O:21])=[CH:19][C:13]=3[O:12][CH2:11][C@@H:10]2[CH3:24])=[O:8])[CH2:6][CH2:5][CH2:4]1. (3) The product is: [CH3:14][C:15]1([CH3:22])[CH2:20][C:19]([C:7]2[CH:12]=[CH:11][C:10]([CH3:13])=[CH:9][CH:8]=2)([OH:21])[CH2:18][CH2:17][O:16]1. Given the reactants [Li]CCCC.Br[C:7]1[CH:12]=[CH:11][C:10]([CH3:13])=[CH:9][CH:8]=1.[CH3:14][C:15]1([CH3:22])[CH2:20][C:19](=[O:21])[CH2:18][CH2:17][O:16]1, predict the reaction product. (4) Given the reactants C(Cl)(=O)C([Cl:4])=O.CN(C)C=O.[C:12]([C:14]1[CH:15]=[CH:16][C:17]([C:20]([OH:22])=O)=[N:18][CH:19]=1)#[N:13].[NH2:23][C:24]1[CH:25]=[CH:26][C:27]([F:41])=[C:28]([C@:30]23[CH2:38][O:37][CH2:36][C@@:35]2([F:39])[CH2:34][S:33][C:32]([NH2:40])=[N:31]3)[CH:29]=1, predict the reaction product. The product is: [ClH:4].[NH2:40][C:32]1[S:33][CH2:34][C@:35]2([F:39])[CH2:36][O:37][CH2:38][C@:30]2([C:28]2[CH:29]=[C:24]([NH:23][C:20]([C:17]3[CH:16]=[CH:15][C:14]([C:12]#[N:13])=[CH:19][N:18]=3)=[O:22])[CH:25]=[CH:26][C:27]=2[F:41])[N:31]=1.